From a dataset of Cav3 T-type calcium channel HTS with 100,875 compounds. Binary Classification. Given a drug SMILES string, predict its activity (active/inactive) in a high-throughput screening assay against a specified biological target. (1) The compound is S(CC(=O)c1c(n(CC2OCCC2)c(c1)C)C)c1sc(Nc2ccccc2)nn1. The result is 0 (inactive). (2) The compound is s1c(c2nn(nn2)CC(=O)N(C(C(=O)NC2CCCC2)CC)c2cc3c(nc2)cccc3)ccc1. The result is 0 (inactive). (3) The compound is O(c1cc(OC)ccc1)c1n(nnn1)c1ccccc1. The result is 0 (inactive). (4) The drug is O=c1nc([nH]c(c1CCCC)C)N. The result is 0 (inactive). (5) The drug is Fc1cc(NC(=O)N2C(CCC2)C(=O)Nc2cc(OC)ccc2)ccc1. The result is 0 (inactive). (6) The molecule is S(c1n(c(nn1)COc1cc(ccc1)C)c1ccc(OC)cc1)CC(=O)NCc1occc1. The result is 0 (inactive).